From a dataset of Forward reaction prediction with 1.9M reactions from USPTO patents (1976-2016). Predict the product of the given reaction. (1) Given the reactants [CH3:1][O:2][C:3](=[O:17])[C@@H:4]1[CH2:8][C@@H:7]([OH:9])[CH2:6][N:5]1[C:10]([O:12][C:13]([CH3:16])([CH3:15])[CH3:14])=[O:11].[Br:18][C:19]1[CH:24]=[CH:23][C:22](O)=[CH:21][CH:20]=1.C1C=CC(P(C2C=CC=CC=2)C2C=CC=CC=2)=CC=1.CCOC(/N=N/C(OCC)=O)=O, predict the reaction product. The product is: [CH3:1][O:2][C:3](=[O:17])[C@@H:4]1[CH2:8][C@H:7]([O:9][C:22]2[CH:23]=[CH:24][C:19]([Br:18])=[CH:20][CH:21]=2)[CH2:6][N:5]1[C:10]([O:12][C:13]([CH3:14])([CH3:16])[CH3:15])=[O:11]. (2) Given the reactants [CH2:1](Br)[C:2]1[CH:7]=[CH:6][CH:5]=[CH:4][CH:3]=1.[Br:9][C:10]1[CH:18]=[CH:17][C:13]([C:14]([OH:16])=[O:15])=[C:12]([F:19])[CH:11]=1.N12CCCN=C1CCCCC2, predict the reaction product. The product is: [Br:9][C:10]1[CH:18]=[CH:17][C:13]([C:14]([O:16][CH2:1][C:2]2[CH:7]=[CH:6][CH:5]=[CH:4][CH:3]=2)=[O:15])=[C:12]([F:19])[CH:11]=1.